Dataset: Reaction yield outcomes from USPTO patents with 853,638 reactions. Task: Predict the reaction yield, written as a fraction of the theoretical maximum amount of product (1.0 means a 100% yield; for example, 0.34 means a 34% yield). (1) The reactants are [CH2:1]([O:3][C:4](=[O:30])[CH2:5][C:6]1[N:7]=[C:8]([NH:11][C:12](=[O:29])[CH:13]([C:20]2[CH:25]=[CH:24][C:23]([N+:26]([O-:28])=[O:27])=[CH:22][CH:21]=2)[CH2:14][CH:15]2[CH2:19][CH2:18][CH2:17][CH2:16]2)[S:9][CH:10]=1)C.S(=O)(=O)(O)O. The catalyst is CO. The product is [CH3:1][O:3][C:4](=[O:30])[CH2:5][C:6]1[N:7]=[C:8]([NH:11][C:12](=[O:29])[CH:13]([C:20]2[CH:25]=[CH:24][C:23]([N+:26]([O-:28])=[O:27])=[CH:22][CH:21]=2)[CH2:14][CH:15]2[CH2:16][CH2:17][CH2:18][CH2:19]2)[S:9][CH:10]=1. The yield is 0.533. (2) The reactants are Br[C:2]1[CH:3]=[N:4][CH:5]=[C:6]2[C:11]=1[N:10]=[C:9]([C:12]([N:14]1[CH2:18][CH2:17][CH2:16][CH2:15]1)=[O:13])[CH:8]=[CH:7]2.[CH3:19][N:20]1[CH:24]=[C:23]([C:25]2[CH:30]=[CH:29][C:28](B3OC(C)(C)C(C)(C)O3)=[CH:27][CH:26]=2)[CH:22]=[N:21]1.C([O-])([O-])=O.[Na+].[Na+]. The catalyst is C(#N)C.[Pd+2].ClC1C=C[C-](P(C2C=CC=CC=2)C2C=CC=CC=2)C=1Cl.[C-]1(P(C2C=CC=CC=2)C2C=CC=CC=2)C=CC=C1.[Fe+2]. The product is [CH3:19][N:20]1[CH:24]=[C:23]([C:25]2[CH:26]=[CH:27][C:28]([C:2]3[CH:3]=[N:4][CH:5]=[C:6]4[C:11]=3[N:10]=[C:9]([C:12]([N:14]3[CH2:18][CH2:17][CH2:16][CH2:15]3)=[O:13])[CH:8]=[CH:7]4)=[CH:29][CH:30]=2)[CH:22]=[N:21]1. The yield is 0.410. (3) The reactants are Cl[C:2]1[N:7]=[C:6]([C:8]2[C:16]3[C:11](=[CH:12][CH:13]=[CH:14][CH:15]=3)[N:10]([S:17]([C:20]3[CH:25]=[CH:24][CH:23]=[CH:22][CH:21]=3)(=[O:19])=[O:18])[CH:9]=2)[C:5]([Cl:26])=[CH:4][N:3]=1.[NH2:27][CH:28]1[CH2:33][CH2:32][N:31]([CH2:34][C:35]2[CH:40]=[CH:39][C:38]([NH:41][C:42](=[O:44])[CH3:43])=[CH:37][CH:36]=2)[CH2:30][CH2:29]1.Cl.CCN(C(C)C)C(C)C. The catalyst is CN1C(=O)CCC1.CCOC(C)=O. The product is [Cl:26][C:5]1[C:6]([C:8]2[C:16]3[C:11](=[CH:12][CH:13]=[CH:14][CH:15]=3)[N:10]([S:17]([C:20]3[CH:25]=[CH:24][CH:23]=[CH:22][CH:21]=3)(=[O:19])=[O:18])[CH:9]=2)=[N:7][C:2]([NH:27][CH:28]2[CH2:33][CH2:32][N:31]([CH2:34][C:35]3[CH:40]=[CH:39][C:38]([NH:41][C:42](=[O:44])[CH3:43])=[CH:37][CH:36]=3)[CH2:30][CH2:29]2)=[N:3][CH:4]=1. The yield is 0.540. (4) The reactants are Br[C:2]1[C:3]([CH3:8])=[N:4][O:5][C:6]=1[CH3:7].[Li]CCCC.[Br:14][C:15]1[C:16]([F:35])=[CH:17][C:18]([F:34])=[C:19]([C@@:21]([NH:26][C:27](=[O:33])[O:28][C:29]([CH3:32])([CH3:31])[CH3:30])([CH2:23][CH:24]=[O:25])[CH3:22])[CH:20]=1. The catalyst is CCOCC.C1COCC1. The product is [Br:14][C:15]1[C:16]([F:35])=[CH:17][C:18]([F:34])=[C:19]([C@@:21]([NH:26][C:27](=[O:33])[O:28][C:29]([CH3:30])([CH3:31])[CH3:32])([CH2:23][C@H:24]([C:2]2[C:3]([CH3:8])=[N:4][O:5][C:6]=2[CH3:7])[OH:25])[CH3:22])[CH:20]=1. The yield is 0.300. (5) The reactants are C(O[C:4]([CH:6]1[C:11](=O)[CH2:10][CH2:9][N:8]([C:13]([O:15][C:16]([CH3:19])([CH3:18])[CH3:17])=[O:14])[CH2:7]1)=[O:5])C.[N:20]1[C:29]2[C:24](=[CH:25][CH:26]=[CH:27][CH:28]=2)[N:23]=[CH:22][C:21]=1[NH:30][NH2:31]. The catalyst is C1(C)C=CC=CC=1. The product is [C:16]([O:15][C:13]([N:8]1[CH2:9][CH2:10][C:11]2[NH:31][N:30]([C:21]3[CH:22]=[N:23][C:24]4[C:29](=[CH:28][CH:27]=[CH:26][CH:25]=4)[N:20]=3)[C:4](=[O:5])[C:6]=2[CH2:7]1)=[O:14])([CH3:17])([CH3:18])[CH3:19]. The yield is 0.890. (6) The catalyst is C1(C)C=CC=CC=1. The reactants are [CH2:1]([O:3][C:4]([N:6]1[C:14]2[C:9](=[CH:10][CH:11]=[C:12]([Cl:15])[CH:13]=2)/[C:8](=[CH:16]/[CH:17]2[CH2:22][CH2:21][CH2:20][CH2:19][CH2:18]2)/[C:7]1=[O:23])=[O:5])[CH3:2].[Cl:24][C:25]1[CH:26]=[C:27]([CH:31]=[N:32][C:33]([O:35][Si](C)(C)C)=[CH2:34])[CH:28]=[CH:29][CH:30]=1. The yield is 0.320. The product is [CH2:1]([O:3][C:4]([N:6]1[C:14]2[C:9](=[CH:10][CH:11]=[C:12]([Cl:15])[CH:13]=2)[C@:8]2([C@@H:16]([CH:17]3[CH2:18][CH2:19][CH2:20][CH2:21][CH2:22]3)[CH2:35][C:33](=[O:34])[NH:32][C@H:31]2[C:27]2[CH:28]=[CH:29][CH:30]=[C:25]([Cl:24])[CH:26]=2)[C:7]1=[O:23])=[O:5])[CH3:2]. (7) The reactants are [CH3:1][C:2]1[CH:10]=[C:9]([CH3:11])[CH:8]=[CH:7][C:3]=1[C:4]([OH:6])=O.Cl.CN(C)CCCN=C=NCC.CN1CCOCC1.Cl.[CH3:32][O:33][C:34](=[O:38])[C@H:35]([CH3:37])[NH2:36]. The yield is 0.626. The product is [CH3:32][O:33][C:34](=[O:38])[C@H:35]([CH3:37])[NH:36][C:4](=[O:6])[C:3]1[CH:7]=[CH:8][C:9]([CH3:11])=[CH:10][C:2]=1[CH3:1]. The catalyst is CN(C)C=O. (8) The reactants are [NH2:1][C@H:2]1[CH2:6][CH2:5][CH2:4][C@H:3]1[C:7]([NH2:9])=[O:8].CO.[Cl:12][C:13]1[N:18]=[C:17](Cl)[C:16]([Cl:20])=[CH:15][N:14]=1.C(=O)(O)[O-].[Na+]. The catalyst is O. The product is [Cl:12][C:13]1[N:18]=[C:17]([NH:1][C@H:2]2[CH2:6][CH2:5][CH2:4][C@H:3]2[C:7]([NH2:9])=[O:8])[C:16]([Cl:20])=[CH:15][N:14]=1. The yield is 0.800. (9) The reactants are [CH:1]1([CH2:4][N:5]2[C:9]3[CH:10]=[CH:11][C:12]([S:14]([CH2:17][C:18]([NH:21]C=O)([CH3:20])[CH3:19])(=[O:16])=[O:15])=[CH:13][C:8]=3[N:7]=[C:6]2[CH2:24][C:25]([CH3:28])([CH3:27])[CH3:26])[CH2:3][CH2:2]1. The catalyst is Cl.CO. The product is [CH:1]1([CH2:4][N:5]2[C:9]3[CH:10]=[CH:11][C:12]([S:14]([CH2:17][C:18]([CH3:19])([NH2:21])[CH3:20])(=[O:16])=[O:15])=[CH:13][C:8]=3[N:7]=[C:6]2[CH2:24][C:25]([CH3:28])([CH3:27])[CH3:26])[CH2:2][CH2:3]1. The yield is 0.650.